This data is from Catalyst prediction with 721,799 reactions and 888 catalyst types from USPTO. The task is: Predict which catalyst facilitates the given reaction. Product: [NH:1]([C@H:2]1[CH2:6][CH2:5][N:4]([C:7]([O:9][C:10]([CH3:13])([CH3:12])[CH3:11])=[O:8])[CH2:3]1)[C:16]1[CH:15]=[CH:18][CH:28]=[CH:27][CH:26]=1. Reactant: [NH2:1][C@H:2]1[CH2:6][CH2:5][N:4]([C:7]([O:9][C:10]([CH3:13])([CH3:12])[CH3:11])=[O:8])[CH2:3]1.C[C:15]([CH3:18])([O-])[CH3:16].[Na+].C(OCC)(=O)C.[CH3:26][CH2:27][CH2:28]CC. The catalyst class is: 101.